Dataset: Catalyst prediction with 721,799 reactions and 888 catalyst types from USPTO. Task: Predict which catalyst facilitates the given reaction. (1) The catalyst class is: 2. Reactant: [CH2:1]1[C:10]2[C:5](=[CH:6][C:7](C(O)=O)=[CH:8][CH:9]=2)[CH2:4][CH2:3][C:2]1=[O:14].O[N:16]1[C:20](=[O:21])[CH2:19][CH2:18]C1=O.C1(N=C=NC2CCCCC2)CCCCC1.[NH:38]1CC[O:41][CH2:40][CH2:39]1. Product: [CH2:1]1[C:10]2[C:5](=[CH:6][CH:7]=[CH:8][CH:9]=2)[CH2:4][CH2:3][C:2]1=[O:14].[NH:38]1[CH2:18][CH:19]([C:20]([NH2:16])=[O:21])[O:41][CH2:40][CH2:39]1. (2) Reactant: [I:1][C:2]1[CH:7]=[CH:6][C:5]([C:8]2[N:9]([CH3:15])[CH:10]=[C:11]([CH2:13]O)[N:12]=2)=[CH:4][CH:3]=1.[N-:16]=[N+:17]=[N-:18].[Na+].O.CCOC(C)=O. Product: [I:1][C:2]1[CH:7]=[CH:6][C:5]([C:8]2[N:9]([CH3:15])[CH:10]=[C:11]([CH2:13][N:16]=[N+:17]=[N-:18])[N:12]=2)=[CH:4][CH:3]=1. The catalyst class is: 820. (3) Reactant: [S:1]1[CH:5]=[CH:4][CH:3]=[C:2]1[CH2:6][C:7]([OH:9])=[O:8].[Br:10]Br.C(=O)([O-])[O-].[Na+].[Na+]. Product: [Br:10][C:5]1[S:1][C:2]([CH2:6][C:7]([OH:9])=[O:8])=[CH:3][CH:4]=1. The catalyst class is: 313. (4) Reactant: [CH3:1][O:2][C:3]1[C:4]([CH3:31])=[C:5]([C:22]([O:29][CH3:30])=[C:23]([O:27][CH3:28])[C:24]=1[O:25][CH3:26])[CH2:6][C:7]1[CH:8]=[CH:9][C:10]([OH:21])=[C:11]([CH:20]=1)[C:12]([N:14]1[CH2:19][CH2:18][O:17][CH2:16][CH2:15]1)=[O:13].C(=O)([O-])[O-].[Na+].[Na+].Br[CH2:39][C:40]([O:42][CH3:43])=[O:41]. Product: [CH3:1][O:2][C:3]1[C:4]([CH3:31])=[C:5]([C:22]([O:29][CH3:30])=[C:23]([O:27][CH3:28])[C:24]=1[O:25][CH3:26])[CH2:6][C:7]1[CH:8]=[CH:9][C:10]([O:21][CH2:39][C:40]([O:42][CH3:43])=[O:41])=[C:11]([CH:20]=1)[C:12]([N:14]1[CH2:15][CH2:16][O:17][CH2:18][CH2:19]1)=[O:13]. The catalyst class is: 21. (5) Reactant: [C:1]([C:5]1[O:9][N:8]=[C:7]([C:10]2[CH:15]=[C:14](Cl)[C:13]([CH:17]3[CH2:19][CH2:18]3)=[CH:12][N:11]=2)[N:6]=1)([CH3:4])([CH3:3])[CH3:2].[NH:20]1[CH2:24][CH2:23][CH:22]([OH:25])[CH2:21]1.C([O-])([O-])=O.[K+].[K+]. Product: [C:1]([C:5]1[O:9][N:8]=[C:7]([C:10]2[CH:15]=[C:14]([N:20]3[CH2:24][CH2:23][CH:22]([OH:25])[CH2:21]3)[C:13]([CH:17]3[CH2:19][CH2:18]3)=[CH:12][N:11]=2)[N:6]=1)([CH3:4])([CH3:3])[CH3:2]. The catalyst class is: 37. (6) Reactant: [NH2:1][C:2]1[CH:28]=[C:27]([Cl:29])[CH:26]=[CH:25][C:3]=1[O:4][CH2:5][CH2:6][CH2:7][N:8]1[CH2:13][CH2:12][C:11]([CH2:15][C:16]2[CH:21]=[CH:20][C:19]([Cl:22])=[CH:18][CH:17]=2)([OH:14])[C:10]([CH3:24])([CH3:23])[CH2:9]1.C(N(CC)CC)C.[C:37](Cl)(=[O:39])[CH3:38]. Product: [Cl:29][C:27]1[CH:26]=[CH:25][C:3]([O:4][CH2:5][CH2:6][CH2:7][N:8]2[CH2:13][CH2:12][C:11]([CH2:15][C:16]3[CH:21]=[CH:20][C:19]([Cl:22])=[CH:18][CH:17]=3)([OH:14])[C:10]([CH3:24])([CH3:23])[CH2:9]2)=[C:2]([NH:1][C:37](=[O:39])[CH3:38])[CH:28]=1. The catalyst class is: 1. (7) Reactant: [N:1]1[C:6]2[CH:7]=[CH:8][CH:9]=[N:10][C:5]=2[C:4](O)=[N:3][CH:2]=1.CN(C=O)C.C(Cl)(=O)C([Cl:20])=O. Product: [Cl:20][C:4]1[C:5]2[N:10]=[CH:9][CH:8]=[CH:7][C:6]=2[N:1]=[CH:2][N:3]=1. The catalyst class is: 2. (8) The catalyst class is: 48. Reactant: C1(P([N:15]=[N+]=[N-])(C2C=CC=CC=2)=O)C=CC=CC=1.[Cl:18][C:19]1[C:28](C(O)=O)=[CH:27][C:26]2[C:21](=[CH:22][C:23]([C:32]([F:35])([F:34])[F:33])=[CH:24][CH:25]=2)[N:20]=1.CCCCCC.CC(=O)OCC. Product: [Cl:18][C:19]1[C:28]([NH2:15])=[CH:27][C:26]2[C:21](=[CH:22][C:23]([C:32]([F:35])([F:34])[F:33])=[CH:24][CH:25]=2)[N:20]=1.